From a dataset of Forward reaction prediction with 1.9M reactions from USPTO patents (1976-2016). Predict the product of the given reaction. (1) Given the reactants C([Li])CCC.[CH3:6][Si:7]([CH:10]=[N+:11]=[N-:12])([CH3:9])[CH3:8].[F:13][C:14]1[CH:19]=[C:18]([I:20])[CH:17]=[CH:16][C:15]=1[NH:21][C:22]1[CH:29]=[N:28][CH:27]=[C:26]([C:30]2[CH:35]=[CH:34][CH:33]=[CH:32][C:31]=2[F:36])[C:23]=1[C:24]#[N:25], predict the reaction product. The product is: [F:13][C:14]1[CH:19]=[C:18]([I:20])[CH:17]=[CH:16][C:15]=1[NH:21][C:22]1[CH:29]=[N:28][CH:27]=[C:26]([C:30]2[CH:35]=[CH:34][CH:33]=[CH:32][C:31]=2[F:36])[C:23]=1[C:24]1[N:25]=[N:12][NH:11][C:10]=1[Si:7]([CH3:9])([CH3:8])[CH3:6]. (2) Given the reactants [CH3:1][O:2][C:3]1[CH:20]=[CH:19][C:18]2[C:17]3[C@:8]([CH3:22])([C@H:9]4[C@@:13]([CH2:15][CH:16]=3)([CH3:14])[C@@H:12]([OH:21])[CH2:11][CH2:10]4)[CH2:7][CH2:6][C:5]=2[CH:4]=1.C1COCC1, predict the reaction product. The product is: [CH3:1][O:2][C:3]1[CH:20]=[CH:19][C:18]2[C@@H:17]3[C@:8]([CH3:22])([C@H:9]4[C@@:13]([CH2:15][CH2:16]3)([CH3:14])[C@@H:12]([OH:21])[CH2:11][CH2:10]4)[CH2:7][CH2:6][C:5]=2[CH:4]=1. (3) Given the reactants [OH:1][C:2]1[CH:9]=[CH:8][C:7]([O:10][CH3:11])=[CH:6][C:3]=1[CH:4]=[O:5].[CH3:12]OS(OC)(=O)=O, predict the reaction product. The product is: [CH3:12][O:1][C:2]1[CH:9]=[CH:8][C:7]([O:10][CH3:11])=[CH:6][C:3]=1[CH:4]=[O:5]. (4) Given the reactants Cl.[NH2:2][CH2:3][C:4]1[CH:5]=[C:6]2[C:10](=[CH:11][CH:12]=1)[C:9](=[O:13])[N:8]([CH:14]1[CH2:19][CH2:18][C:17](=[O:20])[NH:16][C:15]1=[O:21])[C:7]2=[O:22].C(N(C(C)C)CC)(C)C.[O:32]1[C:36]2[CH:37]=[CH:38][CH:39]=[CH:40][C:35]=2[CH:34]=[C:33]1[CH:41]=O.C(O)(=O)C.C(O[BH-](OC(=O)C)OC(=O)C)(=O)C.[Na+], predict the reaction product. The product is: [O:32]1[C:36]2[CH:37]=[CH:38][CH:39]=[CH:40][C:35]=2[CH:34]=[C:33]1[CH2:41][NH:2][CH2:3][C:4]1[CH:5]=[C:6]2[C:10](=[CH:11][CH:12]=1)[C:9](=[O:13])[N:8]([CH:14]1[CH2:19][CH2:18][C:17](=[O:20])[NH:16][C:15]1=[O:21])[C:7]2=[O:22]. (5) Given the reactants FC(F)(F)C(O)=O.[NH2:8][CH2:9][CH2:10][O:11][CH2:12][CH2:13][O:14][C:15]1[CH:16]=[CH:17][C:18]([NH:25][C:26](=[O:35])[C:27]2[CH:32]=[CH:31][C:30]([Cl:33])=[CH:29][C:28]=2[Cl:34])=[C:19]([CH:24]=1)[C:20]([O:22][CH3:23])=[O:21].[F:36][C:37]1[CH:42]=[C:41]([F:43])[CH:40]=[CH:39][C:38]=1[N:44]=[C:45]=[O:46].C(N(C(C)C)CC)(C)C, predict the reaction product. The product is: [Cl:34][C:28]1[CH:29]=[C:30]([Cl:33])[CH:31]=[CH:32][C:27]=1[C:26]([NH:25][C:18]1[CH:17]=[CH:16][C:15]([O:14][CH2:13][CH2:12][O:11][CH2:10][CH2:9][NH:8][C:45]([NH:44][C:38]2[CH:39]=[CH:40][C:41]([F:43])=[CH:42][C:37]=2[F:36])=[O:46])=[CH:24][C:19]=1[C:20]([O:22][CH3:23])=[O:21])=[O:35]. (6) Given the reactants Cl[C:2]1[N:6]=[C:5]([N:7]2[CH2:12][CH2:11][N:10]([CH2:13][CH2:14][C:15]3[CH:20]=[CH:19][C:18]([O:21][CH3:22])=[CH:17][CH:16]=3)[CH2:9][CH2:8]2)[S:4][N:3]=1.[C:23]([C:25]1[CH:30]=[CH:29][C:28](B(O)O)=[CH:27][CH:26]=1)#[N:24].C([O-])([O-])=O.[Na+].[Na+].O, predict the reaction product. The product is: [CH3:22][O:21][C:18]1[CH:19]=[CH:20][C:15]([CH2:14][CH2:13][N:10]2[CH2:11][CH2:12][N:7]([C:5]3[S:4][N:3]=[C:2]([C:28]4[CH:29]=[CH:30][C:25]([C:23]#[N:24])=[CH:26][CH:27]=4)[N:6]=3)[CH2:8][CH2:9]2)=[CH:16][CH:17]=1. (7) Given the reactants [CH3:1][N:2]1[C:6]([NH2:7])=[CH:5][CH:4]=[N:3]1.N1C=CC=CC=1.Cl[C:15]([O:17][CH2:18][C:19]([Cl:22])([Cl:21])[Cl:20])=[O:16].O, predict the reaction product. The product is: [CH3:1][N:2]1[C:6]([NH:7][C:15](=[O:16])[O:17][CH2:18][C:19]([Cl:22])([Cl:21])[Cl:20])=[CH:5][CH:4]=[N:3]1. (8) Given the reactants [CH2:1]([S:8][CH:9]1[C:13](O)([OH:14])[CH2:12][N:11]([C:16](=[O:30])[C@H:17]([CH2:26][CH:27]([CH3:29])[CH3:28])[NH:18]C(OC(C)(C)C)=O)[CH2:10]1)[C:2]1[CH:7]=[CH:6][CH:5]=[CH:4][CH:3]=1.[F:31][C:32]([F:37])([F:36])[C:33]([OH:35])=[O:34], predict the reaction product. The product is: [F:31][C:32]([F:37])([F:36])[C:33]([OH:35])=[O:34].[CH2:1]([S:8][CH:9]1[CH:13]([OH:14])[CH2:12][N:11]([C:16](=[O:30])[C@H:17]([CH2:26][CH:27]([CH3:28])[CH3:29])[NH2:18])[CH2:10]1)[C:2]1[CH:3]=[CH:4][CH:5]=[CH:6][CH:7]=1. (9) Given the reactants [F:1][C:2]1[CH:3]=[C:4]([CH2:9][C:10]([NH:12][C@H:13]([C:15]([OH:17])=O)[CH3:14])=[O:11])[CH:5]=[C:6]([F:8])[CH:7]=1.[NH2:18][CH:19]1[C:28]2[C:23](=[CH:24][CH:25]=[CH:26][CH:27]=2)[CH:22]([C:29]2[CH:34]=[CH:33][CH:32]=[CH:31][N:30]=2)[NH:21][C:20]1=[O:35], predict the reaction product. The product is: [F:8][C:6]1[CH:5]=[C:4]([CH2:9][C:10]([NH:12][C@H:13]([C:15]([NH:18][CH:19]2[C:28]3[C:23](=[CH:24][CH:25]=[CH:26][CH:27]=3)[CH:22]([C:29]3[CH:34]=[CH:33][CH:32]=[CH:31][N:30]=3)[NH:21][C:20]2=[O:35])=[O:17])[CH3:14])=[O:11])[CH:3]=[C:2]([F:1])[CH:7]=1. (10) Given the reactants [CH3:1][C:2]1[NH:3][C:4]2[C:9]([C:10]=1[C:11]([O:13][CH2:14][CH3:15])=[O:12])=[CH:8][CH:7]=[CH:6][CH:5]=2.[H-].[Na+].Br[CH:19]([C:21]1[CH:26]=[CH:25][C:24]([Cl:27])=[CH:23][CH:22]=1)[CH3:20], predict the reaction product. The product is: [Cl:27][C:24]1[CH:25]=[CH:26][C:21]([CH:19]([N:3]2[C:4]3[C:9](=[CH:8][CH:7]=[CH:6][CH:5]=3)[C:10]([C:11]([O:13][CH2:14][CH3:15])=[O:12])=[C:2]2[CH3:1])[CH3:20])=[CH:22][CH:23]=1.